Regression. Given two drug SMILES strings and cell line genomic features, predict the synergy score measuring deviation from expected non-interaction effect. From a dataset of NCI-60 drug combinations with 297,098 pairs across 59 cell lines. Drug 1: C1CN1C2=NC(=NC(=N2)N3CC3)N4CC4. Drug 2: C1=NC2=C(N1)C(=S)N=CN2. Cell line: SW-620. Synergy scores: CSS=28.0, Synergy_ZIP=-12.6, Synergy_Bliss=-0.761, Synergy_Loewe=-3.11, Synergy_HSA=2.30.